Task: Predict the product of the given reaction.. Dataset: Forward reaction prediction with 1.9M reactions from USPTO patents (1976-2016) (1) Given the reactants [Br:1][CH:2](Br)[C:3]([C:5]1[CH:10]=[CH:9][CH:8]=[C:7]([O:11][C:12]2[CH:17]=[CH:16][C:15]([C:18](=[O:22])[CH:19](Br)[Br:20])=[CH:14][CH:13]=2)[CH:6]=1)=[O:4].C(N(CC)CC)C.P([O-])(OCC)OCC, predict the reaction product. The product is: [Br:1][CH2:2][C:3]([C:5]1[CH:10]=[CH:9][CH:8]=[C:7]([O:11][C:12]2[CH:17]=[CH:16][C:15]([C:18](=[O:22])[CH2:19][Br:20])=[CH:14][CH:13]=2)[CH:6]=1)=[O:4]. (2) Given the reactants [Al+3].[Cl-].[Cl-].[Cl-].COC1C=CC(C[N:12]2[C:17]3[NH:18][N:19]=[C:20]([NH:21][C:22]4[CH:27]=[CH:26][CH:25]=[CH:24][CH:23]=4)[C:16]=3[C:15](=[O:28])[N:14]([CH3:29])[C:13]2=[O:30])=CC=1.C1(OC)C=CC=CC=1, predict the reaction product. The product is: [CH3:29][N:14]1[C:15](=[O:28])[C:16]2[C:20]([NH:21][C:22]3[CH:27]=[CH:26][CH:25]=[CH:24][CH:23]=3)=[N:19][NH:18][C:17]=2[NH:12][C:13]1=[O:30]. (3) Given the reactants [NH2:1][C:2]1[CH:11]=[CH:10][C:5]([C:6]([O:8][CH3:9])=[O:7])=[C:4]([O:12][CH2:13][CH:14]2[CH2:16][CH2:15]2)[CH:3]=1.N1C=CC=CC=1.[CH3:23][S:24](Cl)(=[O:26])=[O:25].Cl, predict the reaction product. The product is: [CH:14]1([CH2:13][O:12][C:4]2[CH:3]=[C:2]([NH:1][S:24]([CH3:23])(=[O:26])=[O:25])[CH:11]=[CH:10][C:5]=2[C:6]([O:8][CH3:9])=[O:7])[CH2:16][CH2:15]1. (4) Given the reactants [CH3:1][O:2][C:3]1[CH:9]=[C:8]([N+:10]([O-:12])=[O:11])[CH:7]=[CH:6][C:4]=1[NH2:5].N1C=CC=CC=1.[C:19](Cl)([O:21][CH2:22][CH:23]1[C:35]2[C:30](=[CH:31][CH:32]=[CH:33][CH:34]=2)[C:29]2[C:24]1=[CH:25][CH:26]=[CH:27][CH:28]=2)=[O:20], predict the reaction product. The product is: [C:19]([C:4]1([CH:6]=[CH:7][C:8]([N+:10]([O-:12])=[O:11])=[CH:9][CH:3]1[O:2][CH3:1])[NH2:5])([O:21][CH2:22][CH:23]1[C:24]2[C:29](=[CH:28][CH:27]=[CH:26][CH:25]=2)[C:30]2[C:35]1=[CH:34][CH:33]=[CH:32][CH:31]=2)=[O:20].